This data is from Catalyst prediction with 721,799 reactions and 888 catalyst types from USPTO. The task is: Predict which catalyst facilitates the given reaction. Reactant: [NH2:1][C:2]1[C:7]([C:8]#[N:9])=[C:6]([C:10]2[CH:15]=[CH:14][C:13]([O:16][C@@H:17]3[CH2:21][CH2:20][CH2:19][C@H:18]3[OH:22])=[CH:12][CH:11]=2)[C:5]([C:23]#[N:24])=[C:4]([SH:25])[N:3]=1.Cl.Cl[CH2:28][C:29]1[CH:30]=[N:31][CH:32]=[CH:33][CH:34]=1.C(=O)([O-])[O-].[K+].[K+].C(O)(=O)C. Product: [NH2:1][C:2]1[C:7]([C:8]#[N:9])=[C:6]([C:10]2[CH:15]=[CH:14][C:13]([O:16][C@@H:17]3[CH2:21][CH2:20][CH2:19][C@H:18]3[OH:22])=[CH:12][CH:11]=2)[C:5]([C:23]#[N:24])=[C:4]([S:25][CH2:28][C:29]2[CH:30]=[N:31][CH:32]=[CH:33][CH:34]=2)[N:3]=1. The catalyst class is: 3.